Task: Regression. Given a peptide amino acid sequence and an MHC pseudo amino acid sequence, predict their binding affinity value. This is MHC class II binding data.. Dataset: Peptide-MHC class II binding affinity with 134,281 pairs from IEDB (1) The peptide sequence is GRSEFAYGSFVRTVS. The MHC is HLA-DQA10101-DQB10501 with pseudo-sequence HLA-DQA10101-DQB10501. The binding affinity (normalized) is 0.231. (2) The peptide sequence is SQVEVPMVLTEGFKL. The MHC is DRB1_0101 with pseudo-sequence DRB1_0101. The binding affinity (normalized) is 0.593. (3) The peptide sequence is GELQIVDWIDAAFKI. The MHC is DRB4_0101 with pseudo-sequence DRB4_0103. The binding affinity (normalized) is 0.669. (4) The peptide sequence is ILELAQSETCSPGGQ. The binding affinity (normalized) is 0.0940. The MHC is HLA-DQA10501-DQB10301 with pseudo-sequence HLA-DQA10501-DQB10301. (5) The peptide sequence is GELQIVDKIDAAFKN. The MHC is DRB1_1101 with pseudo-sequence DRB1_1101. The binding affinity (normalized) is 0.604. (6) The peptide sequence is ASRENSGGGVEGIGL. The MHC is DRB1_1101 with pseudo-sequence DRB1_1101. The binding affinity (normalized) is 0. (7) The peptide sequence is KVSFEPIPIHYCAPAGFA. The MHC is DRB1_1201 with pseudo-sequence DRB1_1201. The binding affinity (normalized) is 0.601.